From a dataset of Catalyst prediction with 721,799 reactions and 888 catalyst types from USPTO. Predict which catalyst facilitates the given reaction. (1) Reactant: CC(C)([O-])C.[K+].[Br:7][C:8]1[C:9]([F:33])=[CH:10][C:11]([CH3:32])=[C:12]([CH2:14][C:15]([NH:17][C:18]2([C:28](OC)=[O:29])[CH2:27][CH2:26][C:21]3([O:25][CH2:24][CH2:23][O:22]3)[CH2:20][CH2:19]2)=[O:16])[CH:13]=1.Cl. Product: [Br:7][C:8]1[C:9]([F:33])=[CH:10][C:11]([CH3:32])=[C:12]([C:14]2[C:15](=[O:16])[NH:17][C:18]3([C:28]=2[OH:29])[CH2:19][CH2:20][C:21]2([O:25][CH2:24][CH2:23][O:22]2)[CH2:26][CH2:27]3)[CH:13]=1. The catalyst class is: 9. (2) Reactant: [C:1]1([C:7]([NH:9][CH:10]2[CH2:15][CH:14]([C:16]3[CH:21]=[CH:20][C:19]([C:22]([F:25])([F:24])[F:23])=[CH:18][CH:17]=3)[CH2:13][N:12]([C:26](OC3C=CC([N+]([O-])=O)=CC=3)=[O:27])[CH2:11]2)=[O:8])[CH:6]=[CH:5][CH:4]=[CH:3][CH:2]=1.[NH:38]1[CH2:43][CH2:42][NH:41][CH2:40][C:39]1=[O:44].C(=O)([O-])[O-].[K+].[K+]. Product: [O:44]=[C:39]1[NH:38][CH2:43][CH2:42][N:41]([C:26]([N:12]2[CH2:13][CH:14]([C:16]3[CH:17]=[CH:18][C:19]([C:22]([F:24])([F:23])[F:25])=[CH:20][CH:21]=3)[CH2:15][CH:10]([NH:9][C:7]([C:1]3[CH:2]=[CH:3][CH:4]=[CH:5][CH:6]=3)=[O:8])[CH2:11]2)=[O:27])[CH2:40]1. The catalyst class is: 3.